Dataset: Full USPTO retrosynthesis dataset with 1.9M reactions from patents (1976-2016). Task: Predict the reactants needed to synthesize the given product. (1) Given the product [C:32]([NH:1][C:2]1[CH:3]=[C:4]([C:8]2[NH:9][C:10]3[N:11]([CH:31]=2)[N:12]=[C:13]([C:18]2[CH:23]=[CH:22][C:21]([O:24][C:25]4[CH:26]=[CH:27][CH:28]=[CH:29][CH:30]=4)=[CH:20][CH:19]=2)[C:14]=3[C:15]([NH2:17])=[O:16])[CH:5]=[CH:6][CH:7]=1)(=[O:35])[CH:33]=[CH2:34], predict the reactants needed to synthesize it. The reactants are: [NH2:1][C:2]1[CH:3]=[C:4]([C:8]2[NH:9][C:10]3[N:11]([CH:31]=2)[N:12]=[C:13]([C:18]2[CH:23]=[CH:22][C:21]([O:24][C:25]4[CH:30]=[CH:29][CH:28]=[CH:27][CH:26]=4)=[CH:20][CH:19]=2)[C:14]=3[C:15]([NH2:17])=[O:16])[CH:5]=[CH:6][CH:7]=1.[C:32](Cl)(=[O:35])[CH:33]=[CH2:34]. (2) The reactants are: [NH2:1][C:2]1[CH:7]=[CH:6][C:5]([N:8]2[CH2:13][CH2:12][CH:11]([N:14]3[C:19]4[CH:20]=[CH:21][CH:22]=[CH:23][C:18]=4[CH2:17][O:16][C:15]3=[O:24])[CH2:10][CH2:9]2)=[C:4]([Cl:25])[CH:3]=1.[NH:26]1[CH:30]=[CH:29][N:28]=[C:27]1[CH:31]=O.C(O[BH-](OC(=O)C)OC(=O)C)(=O)C.[Na+].Cl.C(=O)(O)[O-].[Na+]. Given the product [Cl:25][C:4]1[CH:3]=[C:2]([NH:1][CH2:31][C:27]2[NH:26][CH:30]=[CH:29][N:28]=2)[CH:7]=[CH:6][C:5]=1[N:8]1[CH2:9][CH2:10][CH:11]([N:14]2[C:19]3[CH:20]=[CH:21][CH:22]=[CH:23][C:18]=3[CH2:17][O:16][C:15]2=[O:24])[CH2:12][CH2:13]1, predict the reactants needed to synthesize it. (3) Given the product [CH:1]([CH:3]1[C:12]2[C:7](=[C:8]([NH2:13])[CH:9]=[CH:10][CH:11]=2)[CH2:6][O:5][CH2:4]1)=[CH2:2], predict the reactants needed to synthesize it. The reactants are: [CH:1]([CH:3]1[C:12]2[C:7](=[C:8]([N+:13]([O-])=O)[CH:9]=[CH:10][CH:11]=2)[CH2:6][O:5][CH2:4]1)=[CH2:2].[NH4+].[Cl-]. (4) Given the product [CH3:1][C@@H:2]1[CH2:6][CH2:5][C@@H:4]([CH3:25])[N:3]1[CH2:7][CH2:8][CH2:9][O:10][C:11]1[CH:23]=[C:22]2[C:14]([N:15]3[C:20](=[CH:21]2)[C:19](=[O:24])[NH:18][CH2:17][CH2:16]3)=[N:13][CH:12]=1, predict the reactants needed to synthesize it. The reactants are: [CH3:1][C@H:2]1[CH2:6][CH2:5][CH2:4][N:3]1[CH2:7][CH2:8][CH2:9][O:10][C:11]1[CH:23]=[C:22]2[C:14]([N:15]3[C:20](=[CH:21]2)[C:19](=[O:24])[NH:18][CH2:17][CH2:16]3)=[N:13][CH:12]=1.[CH3:25][C@H]1N[C@H](C)CC1. (5) Given the product [Cl:10][C:11]1[CH:12]=[C:13]([C:14]2[NH:9][C:3]3[C:2]([F:1])=[CH:7][CH:6]=[CH:5][C:4]=3[N:8]=2)[CH:17]=[CH:18][N:19]=1, predict the reactants needed to synthesize it. The reactants are: [F:1][C:2]1[CH:7]=[CH:6][CH:5]=[C:4]([NH2:8])[C:3]=1[NH2:9].[Cl:10][C:11]1[CH:12]=[C:13]([CH:17]=[CH:18][N:19]=1)[C:14](O)=O.[OH-].[Na+]. (6) Given the product [CH3:23][O:22][C:16]1[CH:15]=[C:14]([C:12]2[N:9]=[C:5]3[CH:4]=[C:3]([NH:2][CH3:1])[CH:8]=[CH:7][N:6]3[CH:11]=2)[CH:19]=[CH:18][C:17]=1[O:20][CH3:21], predict the reactants needed to synthesize it. The reactants are: [CH3:1][NH:2][C:3]1[CH:8]=[CH:7][N:6]=[C:5]([NH2:9])[CH:4]=1.Br[CH2:11][C:12]([C:14]1[CH:19]=[CH:18][C:17]([O:20][CH3:21])=[C:16]([O:22][CH3:23])[CH:15]=1)=O. (7) Given the product [ClH:1].[Cl:18][C:19]1[C:25]([O:26][CH3:27])=[CH:24][C:22]([NH:23][C:2]2[CH:7]=[C:6]([C:8]([F:11])([F:10])[F:9])[N:5]=[C:4]([C:12]3[CH:17]=[CH:16][N:15]=[CH:14][CH:13]=3)[N:3]=2)=[C:21]([O:28][CH3:29])[CH:20]=1, predict the reactants needed to synthesize it. The reactants are: [Cl:1][C:2]1[CH:7]=[C:6]([C:8]([F:11])([F:10])[F:9])[N:5]=[C:4]([C:12]2[CH:17]=[CH:16][N:15]=[CH:14][CH:13]=2)[N:3]=1.[Cl:18][C:19]1[C:25]([O:26][CH3:27])=[CH:24][C:22]([NH2:23])=[C:21]([O:28][CH3:29])[CH:20]=1.